This data is from Forward reaction prediction with 1.9M reactions from USPTO patents (1976-2016). The task is: Predict the product of the given reaction. Given the reactants [NH2:1][C@@H:2]1[CH2:6][CH2:5][N:4]([C:7]2[N:15]=[C:14]3[C:10]([N:11]=[CH:12][N:13]3[C@H:16]3[C@@H:20]4[O:21][C:22]([CH3:25])([CH3:24])[O:23][C@@H:19]4[C@@H:18]([NH:26][C:27](=[O:30])[CH2:28][CH3:29])[CH2:17]3)=[C:9]([NH:31][CH2:32][CH:33]([C:40]3[CH:45]=[CH:44][CH:43]=[CH:42][CH:41]=3)[C:34]3[CH:39]=[CH:38][CH:37]=[CH:36][CH:35]=3)[N:8]=2)[CH2:3]1.[CH:46]1[N:50]=[CH:49][N:48]([C:51](N2C=NC=C2)=[O:52])[CH:47]=1, predict the reaction product. The product is: [CH3:24][C:22]1([CH3:25])[O:23][C@@H:19]2[C@@H:18]([NH:26][C:27](=[O:30])[CH2:28][CH3:29])[CH2:17][C@@H:16]([N:13]3[CH:12]=[N:11][C:10]4[C:14]3=[N:15][C:7]([N:4]3[CH2:5][CH2:6][C@@H:2]([NH:1][C:51]([N:48]5[CH:47]=[CH:46][N:50]=[CH:49]5)=[O:52])[CH2:3]3)=[N:8][C:9]=4[NH:31][CH2:32][CH:33]([C:34]3[CH:39]=[CH:38][CH:37]=[CH:36][CH:35]=3)[C:40]3[CH:45]=[CH:44][CH:43]=[CH:42][CH:41]=3)[C@@H:20]2[O:21]1.